From a dataset of Forward reaction prediction with 1.9M reactions from USPTO patents (1976-2016). Predict the product of the given reaction. (1) Given the reactants O.C(=O)([O-])[O-].[Mg+2].[N:7]#[C:8]Br.[CH2:10]([O:17][C:18](=[O:32])[C@H:19]([CH2:28][CH:29]([CH3:31])[CH3:30])[NH:20][C:21](=[O:27])[C@H:22]1[CH2:26][CH2:25][CH2:24][NH:23]1)[C:11]1[CH:16]=[CH:15][CH:14]=[CH:13][CH:12]=1, predict the reaction product. The product is: [CH2:10]([O:17][C:18](=[O:32])[C@H:19]([CH2:28][CH:29]([CH3:30])[CH3:31])[NH:20][C:21](=[O:27])[C@H:22]1[CH2:26][CH2:25][CH2:24][N:23]1[C:8]#[N:7])[C:11]1[CH:16]=[CH:15][CH:14]=[CH:13][CH:12]=1. (2) Given the reactants [NH:1]1[C:5]2=[N:6][CH:7]=[CH:8][CH:9]=[C:4]2[CH:3]=[CH:2]1.[H-].[Na+].Cl[C:13]1[C:22]2[C:17](=[CH:18][CH:19]=[CH:20][CH:21]=2)[N:16]=[CH:15][CH:14]=1, predict the reaction product. The product is: [N:16]1[C:17]2[C:22](=[CH:21][CH:20]=[CH:19][CH:18]=2)[C:13]([N:1]2[C:5]3=[N:6][CH:7]=[CH:8][CH:9]=[C:4]3[CH:3]=[CH:2]2)=[CH:14][CH:15]=1.